From a dataset of Peptide-MHC class I binding affinity with 185,985 pairs from IEDB/IMGT. Regression. Given a peptide amino acid sequence and an MHC pseudo amino acid sequence, predict their binding affinity value. This is MHC class I binding data. (1) The peptide sequence is KRLQILGYL. The MHC is HLA-A80:01 with pseudo-sequence HLA-A80:01. The binding affinity (normalized) is 0.0847. (2) The peptide sequence is VSRDFDDVY. The MHC is HLA-B57:01 with pseudo-sequence HLA-B57:01. The binding affinity (normalized) is 0.383. (3) The peptide sequence is GVMYAFTTPL. The MHC is HLA-A02:01 with pseudo-sequence HLA-A02:01. The binding affinity (normalized) is 0.592. (4) The peptide sequence is GESSPNPTV. The MHC is HLA-B44:02 with pseudo-sequence HLA-B44:02. The binding affinity (normalized) is 0.467. (5) The peptide sequence is NTLGITHLY. The MHC is HLA-B15:01 with pseudo-sequence HLA-B15:01. The binding affinity (normalized) is 0.259. (6) The peptide sequence is RENQVAVVR. The binding affinity (normalized) is 0.0847. The MHC is HLA-B35:01 with pseudo-sequence HLA-B35:01. (7) The peptide sequence is HEGDIVPLF. The MHC is HLA-A02:01 with pseudo-sequence HLA-A02:01. The binding affinity (normalized) is 0.0847.